This data is from Retrosynthesis with 50K atom-mapped reactions and 10 reaction types from USPTO. The task is: Predict the reactants needed to synthesize the given product. (1) Given the product COc1cc([N+](=O)[O-])c(OC)cc1N1CCC(N2CCN(CCF)CC2)CC1, predict the reactants needed to synthesize it. The reactants are: COc1cc([N+](=O)[O-])c(OC)cc1Cl.FCCN1CCN(C2CCNCC2)CC1. (2) Given the product C#CCOc1cc(-n2c(=O)nc(N(C)C)n(C)c2=O)c(F)cc1Cl, predict the reactants needed to synthesize it. The reactants are: C#CCBr.CN(C)c1nc(=O)n(-c2cc(O)c(Cl)cc2F)c(=O)n1C. (3) Given the product CC(C)(C)c1ccc(S(=O)(=O)Nc2ccc3[nH]c(C(=O)NC4CCOCC4)c(-c4cccnc4)c3c2)cc1, predict the reactants needed to synthesize it. The reactants are: CC(C)(C)c1ccc(S(=O)(=O)Nc2ccc3[nH]c(C(=O)O)c(-c4cccnc4)c3c2)cc1.NC1CCOCC1. (4) Given the product C=CCOc1ccc(C(=O)O)cc1, predict the reactants needed to synthesize it. The reactants are: C=CCBr.O=C(O)c1ccc(O)cc1.